Predict the product of the given reaction. From a dataset of Forward reaction prediction with 1.9M reactions from USPTO patents (1976-2016). Given the reactants [CH2:1]([OH:4])[CH2:2][CH3:3].I[C:6]1[C:7]([CH:19]2[CH:24]3[CH2:25][CH2:26][N:21]([CH2:22][CH2:23]3)[CH2:20]2)=[N:8][N:9](COCC[Si](C)(C)C)[CH:10]=1.CCO.CCO.C(N(CC)CC)C, predict the reaction product. The product is: [CH2:1]([O:4][C:6]1[C:7]([CH:19]2[CH:24]3[CH2:23][CH2:22][N:21]([CH2:26][CH2:25]3)[CH2:20]2)=[N:8][NH:9][CH:10]=1)[CH2:2][CH3:3].